The task is: Predict the product of the given reaction.. This data is from Forward reaction prediction with 1.9M reactions from USPTO patents (1976-2016). (1) Given the reactants [C:1]1([CH:7]([O:14][C:15]([CH:17]2[N:21]3[C:22](=[O:26])[C:23](Br)(Br)[C@H:20]3[S:19](=[O:27])[C:18]2([CH3:29])[CH3:28])=[O:16])[C:8]2[CH:13]=[CH:12][CH:11]=[CH:10][CH:9]=2)[CH:6]=[CH:5][CH:4]=[CH:3][CH:2]=1.[Cl-].[NH4+].[Bi](Cl)(Cl)Cl.[Al], predict the reaction product. The product is: [C:1]1([CH:7]([O:14][C:15]([CH:17]2[N:21]3[C:22](=[O:26])[CH2:23][C@H:20]3[S:19](=[O:27])[C:18]2([CH3:29])[CH3:28])=[O:16])[C:8]2[CH:9]=[CH:10][CH:11]=[CH:12][CH:13]=2)[CH:2]=[CH:3][CH:4]=[CH:5][CH:6]=1. (2) The product is: [CH2:25]([NH:27][C:18]([C:17]1[CH:21]=[CH:22][C:14]([N:11]2[CH2:10][CH2:9][N:8]([C:6]([O:5][C:1]([CH3:3])([CH3:2])[CH3:4])=[O:7])[CH2:13][CH2:12]2)=[C:15]([CH3:23])[CH:16]=1)=[O:20])[CH3:26]. Given the reactants [C:1]([O:5][C:6]([N:8]1[CH2:13][CH2:12][N:11]([C:14]2[CH:22]=[CH:21][C:17]([C:18]([OH:20])=O)=[CH:16][C:15]=2[CH3:23])[CH2:10][CH2:9]1)=[O:7])([CH3:4])([CH3:3])[CH3:2].Cl.[CH2:25]([NH2:27])[CH3:26].Cl.C(N=C=NCCCN(C)C)C.O.N1(O)C2C=CC=CC=2N=N1.CN1CCOCC1, predict the reaction product. (3) Given the reactants CS(C)=O.[NH2:5][C:6]1[CH:11]=[CH:10][C:9]([CH2:12][CH2:13][CH2:14][CH2:15][CH2:16][CH2:17][CH2:18][CH2:19][CH2:20][CH2:21][CH2:22][CH3:23])=[CH:8][C:7]=1[SH:24].[CH2:25]([C:33]1[CH:40]=[CH:39][C:36]([CH:37]=O)=[CH:35][CH:34]=1)[CH2:26][CH2:27][CH2:28][CH2:29][CH2:30][CH2:31][CH3:32], predict the reaction product. The product is: [CH2:25]([C:33]1[CH:40]=[CH:39][C:36]([C:37]2[S:24][C:7]3[CH:8]=[C:9]([CH2:12][CH2:13][CH2:14][CH2:15][CH2:16][CH2:17][CH2:18][CH2:19][CH2:20][CH2:21][CH2:22][CH3:23])[CH:10]=[CH:11][C:6]=3[N:5]=2)=[CH:35][CH:34]=1)[CH2:26][CH2:27][CH2:28][CH2:29][CH2:30][CH2:31][CH3:32]. (4) Given the reactants [OH:1][C:2]1[C:7]([CH2:8]/[CH:9]=[CH:10]/[CH2:11][CH3:12])=[CH:6][CH:5]=[CH:4][C:3]=1[CH2:13][C:14]([O:16][CH3:17])=[O:15], predict the reaction product. The product is: [OH:1][C:2]1[C:7]([CH2:8][CH2:9][CH2:10][CH2:11][CH3:12])=[CH:6][CH:5]=[CH:4][C:3]=1[CH2:13][C:14]([O:16][CH3:17])=[O:15]. (5) The product is: [Br:1][C:2]1[C:7]([F:8])=[CH:6][C:5]([F:9])=[C:4]([N+:16]([O-:18])=[O:17])[C:3]=1[F:10]. Given the reactants [Br:1][C:2]1[C:7]([F:8])=[CH:6][C:5]([F:9])=[CH:4][C:3]=1[F:10].OS(O)(=O)=O.[N+:16]([O-])([OH:18])=[O:17], predict the reaction product. (6) Given the reactants [N+:1]([C:4]1[CH2:9][CH2:8][CH2:7][CH2:6][CH:5]=1)([O-:3])=[O:2].[N:10]1[CH:15]=[CH:14][CH:13]=[CH:12][C:11]=1[CH:16]=[O:17].CCOCC.[Na+].[Cl-], predict the reaction product. The product is: [N+:1]([CH:4]1[CH2:9][CH2:8][CH2:7][CH2:6][C@@H:5]1[C:16]([C:11]1[CH:12]=[CH:13][CH:14]=[CH:15][N:10]=1)=[O:17])([O-:3])=[O:2]. (7) Given the reactants [N+](=[CH2:3])=[N-].[OH:4][C@H:5]1[CH2:10][O:9][CH2:8][C@@H:7]([C:11]([OH:13])=[O:12])[CH2:6]1, predict the reaction product. The product is: [OH:4][C@H:5]1[CH2:10][O:9][CH2:8][C@@H:7]([C:11]([O:13][CH3:3])=[O:12])[CH2:6]1. (8) Given the reactants [O:1]=[S:2]1(=[O:22])[CH2:7][CH2:6][CH:5]([NH:8][C@@H:9]2[CH2:11][C@H:10]2[C:12]2[CH:21]=[CH:20][C:15]([C:16]([O:18][CH3:19])=[O:17])=[CH:14][CH:13]=2)[CH2:4][CH2:3]1.[C:23](O[C:23]([O:25][C:26]([CH3:29])([CH3:28])[CH3:27])=[O:24])([O:25][C:26]([CH3:29])([CH3:28])[CH3:27])=[O:24].C(N(CC)CC)C.O, predict the reaction product. The product is: [C:26]([O:25][C:23]([N:8]([CH:5]1[CH2:4][CH2:3][S:2](=[O:22])(=[O:1])[CH2:7][CH2:6]1)[C@@H:9]1[CH2:11][C@H:10]1[C:12]1[CH:21]=[CH:20][C:15]([C:16]([O:18][CH3:19])=[O:17])=[CH:14][CH:13]=1)=[O:24])([CH3:29])([CH3:28])[CH3:27]. (9) Given the reactants [CH2:1]([NH:5][C:6]1[C:7]([C:15]([OH:17])=O)=[CH:8][C:9]2[O:13][CH2:12][O:11][C:10]=2[CH:14]=1)[CH:2]([CH3:4])[CH3:3].[CH3:18]CN(C(C)C)C(C)C.C1C=[CH:29][C:30]2[N:35](O)N=N[C:31]=2[CH:32]=1.CCN=C=NCCCN(C)C, predict the reaction product. The product is: [CH2:1]([NH:5][C:6]1[C:7]([C:15]([NH:35][C:30]([CH3:29])([C:31]#[CH:32])[CH3:18])=[O:17])=[CH:8][C:9]2[O:13][CH2:12][O:11][C:10]=2[CH:14]=1)[CH:2]([CH3:3])[CH3:4].